This data is from Reaction yield outcomes from USPTO patents with 853,638 reactions. The task is: Predict the reaction yield, written as a fraction of the theoretical maximum amount of product (1.0 means a 100% yield; for example, 0.34 means a 34% yield). (1) The reactants are Br[C:2]1[NH:3][CH:4]=[CH:5][N:6]=1.[CH3:7][C:8]1[CH:14]=[CH:13][C:12](B2OC(C)(C)C(C)(C)O2)=[CH:11][C:9]=1[NH2:10].C([O-])([O-])=O.[K+].[K+]. The catalyst is O1CCOCC1.O.C1C=CC([P]([Pd]([P](C2C=CC=CC=2)(C2C=CC=CC=2)C2C=CC=CC=2)([P](C2C=CC=CC=2)(C2C=CC=CC=2)C2C=CC=CC=2)[P](C2C=CC=CC=2)(C2C=CC=CC=2)C2C=CC=CC=2)(C2C=CC=CC=2)C2C=CC=CC=2)=CC=1. The product is [NH:6]1[CH:5]=[CH:4][N:3]=[C:2]1[C:12]1[CH:13]=[CH:14][C:8]([CH3:7])=[C:9]([CH:11]=1)[NH2:10]. The yield is 0.300. (2) The reactants are [CH3:1][C:2]1[CH:7]=[CH:6][CH:5]=[C:4]([CH3:8])[C:3]=1[CH2:9][S:10](Cl)(=[O:12])=[O:11].CC(C)=O.[OH-].[NH4+:19]. The catalyst is O. The product is [CH3:1][C:2]1[CH:7]=[CH:6][CH:5]=[C:4]([CH3:8])[C:3]=1[CH2:9][S:10]([NH2:19])(=[O:12])=[O:11]. The yield is 0.850.